From a dataset of Peptide-MHC class II binding affinity with 134,281 pairs from IEDB. Regression. Given a peptide amino acid sequence and an MHC pseudo amino acid sequence, predict their binding affinity value. This is MHC class II binding data. The peptide sequence is YLLMWITQCFLPVFL. The MHC is HLA-DPA10301-DPB10402 with pseudo-sequence HLA-DPA10301-DPB10402. The binding affinity (normalized) is 0.596.